Dataset: Forward reaction prediction with 1.9M reactions from USPTO patents (1976-2016). Task: Predict the product of the given reaction. (1) Given the reactants [O:1]1[C:6]2[CH:7]=[C:8]([NH:11][C:12]([C:14]3[C:15]([C:20]4[CH:25]=[CH:24][C:23]([C:26]([F:29])([F:28])[F:27])=[CH:22][CH:21]=4)=[CH:16][CH:17]=[CH:18][CH:19]=3)=[O:13])[CH:9]=[CH:10][C:5]=2[NH:4][CH2:3][CH2:2]1.[N:30]1[CH:35]=[CH:34][CH:33]=[CH:32][C:31]=1[CH:36]=O.C(O[BH-](OC(=O)C)OC(=O)C)(=O)C.[Na+].C(=O)([O-])[O-].[K+].[K+], predict the reaction product. The product is: [N:30]1[CH:35]=[CH:34][CH:33]=[CH:32][C:31]=1[CH2:36][N:4]1[C:5]2[CH:10]=[CH:9][C:8]([NH:11][C:12]([C:14]3[C:15]([C:20]4[CH:25]=[CH:24][C:23]([C:26]([F:27])([F:29])[F:28])=[CH:22][CH:21]=4)=[CH:16][CH:17]=[CH:18][CH:19]=3)=[O:13])=[CH:7][C:6]=2[O:1][CH2:2][CH2:3]1. (2) Given the reactants C(N(CC)CC)C.[C:8]([C:10]1[CH:15]=[CH:14][CH:13]=[C:12]([CH3:16])[N:11]=1)#[CH:9].[C:17]([N:24]1[CH2:29][CH2:28][CH:27]([CH:30]=[O:31])[CH2:26][CH2:25]1)([O:19][C:20]([CH3:23])([CH3:22])[CH3:21])=[O:18], predict the reaction product. The product is: [OH:31][CH:30]([CH:27]1[CH2:28][CH2:29][N:24]([C:17]([O:19][C:20]([CH3:23])([CH3:22])[CH3:21])=[O:18])[CH2:25][CH2:26]1)[C:9]#[C:8][C:10]1[CH:15]=[CH:14][CH:13]=[C:12]([CH3:16])[N:11]=1.